From a dataset of NCI-60 drug combinations with 297,098 pairs across 59 cell lines. Regression. Given two drug SMILES strings and cell line genomic features, predict the synergy score measuring deviation from expected non-interaction effect. (1) Drug 1: CN1CCC(CC1)COC2=C(C=C3C(=C2)N=CN=C3NC4=C(C=C(C=C4)Br)F)OC. Drug 2: C(=O)(N)NO. Cell line: KM12. Synergy scores: CSS=6.33, Synergy_ZIP=3.35, Synergy_Bliss=-0.483, Synergy_Loewe=-3.38, Synergy_HSA=-3.31. (2) Drug 1: C1=CC(=CC=C1CCC2=CNC3=C2C(=O)NC(=N3)N)C(=O)NC(CCC(=O)O)C(=O)O. Drug 2: CC=C1C(=O)NC(C(=O)OC2CC(=O)NC(C(=O)NC(CSSCCC=C2)C(=O)N1)C(C)C)C(C)C. Cell line: SK-MEL-2. Synergy scores: CSS=62.5, Synergy_ZIP=-6.24, Synergy_Bliss=-12.7, Synergy_Loewe=-15.8, Synergy_HSA=-9.27.